Predict which catalyst facilitates the given reaction. From a dataset of Catalyst prediction with 721,799 reactions and 888 catalyst types from USPTO. (1) Reactant: C1([NH2+][CH:8]2[CH2:13][CH2:12][CH2:11][CH2:10][CH2:9]2)CCCCC1.[C:14]([O:18][C:19]([NH:21][C@@H:22]([C:34]([O-:36])=O)[CH2:23][C:24]1[CH:29]=[CH:28][C:27]([C:30]([CH3:33])([CH3:32])[CH3:31])=[CH:26][CH:25]=1)=[O:20])([CH3:17])([CH3:16])[CH3:15].CCN(C(C)C)C(C)C.Cl.COC1C=C([C:57]2[C@@H:66]3[C@@H:61]([CH2:62][CH2:63][CH2:64][CH2:65]3)[C:60](=[O:67])[N:59]([CH:68]3[CH2:73][CH2:72][NH:71][CH2:70][CH2:69]3)[N:58]=2)C=CC=1OC.C[CH2:75][O:76]C(C(C#N)=NOC(N1CCOCC1)=[N+](C)C)=O.F[P-](F)(F)(F)(F)F.[C:101](=O)(O)[O-:102].[Na+]. Product: [C:30]([C:27]1[CH:26]=[CH:25][C:24]([CH2:23][C@@H:22]([NH:21][C:19](=[O:20])[O:18][C:14]([CH3:17])([CH3:16])[CH3:15])[C:34]([N:71]2[CH2:72][CH2:73][CH:68]([N:59]3[N:58]=[C:57]([C:8]4[CH:9]=[CH:10][C:11]([O:76][CH3:75])=[C:12]([O:102][CH3:101])[CH:13]=4)[C@@H:66]4[C@@H:61]([CH2:62][CH2:63][CH2:64][CH2:65]4)[C:60]3=[O:67])[CH2:69][CH2:70]2)=[O:36])=[CH:29][CH:28]=1)([CH3:32])([CH3:31])[CH3:33]. The catalyst class is: 2. (2) Reactant: [F:1][C:2]([F:47])([C:43]([F:46])([F:45])[F:44])[CH2:3][CH2:4][CH2:5][C:6]([CH2:13][CH2:14][CH2:15][CH2:16][O:17][C:18]1[CH:23]=[CH:22][C:21]([CH:24]2[C:33]3[C:28](=[CH:29][C:30]([OH:34])=[CH:31][CH:32]=3)[O:27][CH2:26][C:25]2([C:36]2[CH:41]=[CH:40][C:39]([OH:42])=[CH:38][CH:37]=2)[CH3:35])=[CH:20][CH:19]=1)(C(O)=O)[C:7]([OH:9])=[O:8].[Na+].[Cl-]. Product: [OH:34][C:30]1[CH:29]=[C:28]2[C:33]([CH:24]([C:21]3[CH:22]=[CH:23][C:18]([O:17][CH2:16][CH2:15][CH2:14][CH2:13][CH:6]([CH2:5][CH2:4][CH2:3][C:2]([F:47])([F:1])[C:43]([F:44])([F:45])[F:46])[C:7]([OH:9])=[O:8])=[CH:19][CH:20]=3)[C:25]([C:36]3[CH:41]=[CH:40][C:39]([OH:42])=[CH:38][CH:37]=3)([CH3:35])[CH2:26][O:27]2)=[CH:32][CH:31]=1. The catalyst class is: 16. (3) Reactant: Cl[C:2]1[N:3]=[C:4]([N:21]2[CH2:26][CH2:25][O:24][CH2:23][CH2:22]2)[C:5]2[S:10][C:9]([CH2:11][N:12]3[CH2:17][CH2:16][CH:15]([N:18]([CH3:20])[CH3:19])[CH2:14][CH2:13]3)=[CH:8][C:6]=2[N:7]=1.[CH:27]1[C:36]2[CH:35]=[CH:34][CH:33]=[C:32](B(O)O)[C:31]=2[CH:30]=[CH:29][N:28]=1.C(=O)([O-])[O-].[Na+].[Na+]. Product: [CH:27]1[C:36]2[C:31](=[C:32]([C:2]3[N:3]=[C:4]([N:21]4[CH2:26][CH2:25][O:24][CH2:23][CH2:22]4)[C:5]4[S:10][C:9]([CH2:11][N:12]5[CH2:17][CH2:16][CH:15]([N:18]([CH3:20])[CH3:19])[CH2:14][CH2:13]5)=[CH:8][C:6]=4[N:7]=3)[CH:33]=[CH:34][CH:35]=2)[CH:30]=[CH:29][N:28]=1. The catalyst class is: 745. (4) Reactant: [F:1][C:2]1[CH:7]=[CH:6][C:5]([CH2:8][CH2:9][NH:10][C:11]2[S:12][CH:13]=[C:14]([CH:16]([CH3:18])[CH3:17])[N:15]=2)=[CH:4][CH:3]=1.[H-].[Na+].Br[CH2:22][C:23]1[CH:32]=[CH:31][C:26]([C:27](OC)=[O:28])=[CH:25][CH:24]=1.Cl.[H-].[Al+3].[Li+].[H-].[H-].[H-].O.O.O.O.O.O.O.O.O.O.[O-]S([O-])(=O)=O.[Na+].[Na+]. Product: [F:1][C:2]1[CH:7]=[CH:6][C:5]([CH2:8][CH2:9][N:10]([CH2:22][C:23]2[CH:32]=[CH:31][C:26]([CH2:27][OH:28])=[CH:25][CH:24]=2)[C:11]2[S:12][CH:13]=[C:14]([CH:16]([CH3:18])[CH3:17])[N:15]=2)=[CH:4][CH:3]=1. The catalyst class is: 213. (5) Reactant: [CH2:1]([N:3]1[C:8]2[N:9]=[C:10](S(C)=O)[N:11]=[CH:12][C:7]=2[CH:6]=[C:5]([C:16]2[CH:21]=[CH:20][C:19]([S:22]([N:25]3[CH2:29][CH2:28][CH2:27][CH2:26]3)(=[O:24])=[O:23])=[CH:18][C:17]=2[CH3:30])[C:4]1=[O:31])[CH3:2].[CH3:32][N:33]1[CH2:38][CH2:37][CH:36]([CH2:39][CH2:40][NH2:41])[CH2:35][CH2:34]1.CCN(C(C)C)C(C)C. Product: [CH2:1]([N:3]1[C:8]2[N:9]=[C:10]([NH:41][CH2:40][CH2:39][CH:36]3[CH2:37][CH2:38][N:33]([CH3:32])[CH2:34][CH2:35]3)[N:11]=[CH:12][C:7]=2[CH:6]=[C:5]([C:16]2[CH:21]=[CH:20][C:19]([S:22]([N:25]3[CH2:29][CH2:28][CH2:27][CH2:26]3)(=[O:24])=[O:23])=[CH:18][C:17]=2[CH3:30])[C:4]1=[O:31])[CH3:2]. The catalyst class is: 1. (6) Product: [C:1]([O:4][C@@H:5]1[C@@H:17]([N:18]=[N+:19]=[N-:20])[C@@H:16]([O:21][C:22](=[O:24])[CH3:23])[C@@H:15]([CH2:25][O:26][C:27](=[O:29])[CH3:28])[O:14][C@@H:6]1[Br:30])(=[O:3])[CH3:2]. The catalyst class is: 91. Reactant: [C:1]([O:4][C@@H:5]1[C@@H:17]([N:18]=[N+:19]=[N-:20])[C@@H:16]([O:21][C:22](=[O:24])[CH3:23])[C@@H:15]([CH2:25][O:26][C:27](=[O:29])[CH3:28])[O:14][C@H:6]1SC1C=CC=CC=1)(=[O:3])[CH3:2].[Br:30]Br.CCCCCCC.C1CCCC=1. (7) Reactant: CO[C:3](=[O:13])[C:4]1[CH:9]=[CH:8][C:7]([Br:10])=[CH:6][C:5]=1[CH2:11]Br.[CH:14]1([NH2:20])[CH2:19][CH2:18][CH2:17][CH2:16][CH2:15]1.C(N(C(C)C)CC)(C)C. Product: [Br:10][C:7]1[CH:6]=[C:5]2[C:4](=[CH:9][CH:8]=1)[C:3](=[O:13])[N:20]([CH:14]1[CH2:19][CH2:18][CH2:17][CH2:16][CH2:15]1)[CH2:11]2. The catalyst class is: 3. (8) Reactant: [NH2:1][C:2]1[O:3][C:4]2[C:5](=[C:7]([C:12]([O:14][CH3:15])=[O:13])[CH:8]=[C:9]([Cl:11])[CH:10]=2)[N:6]=1.[C:16]([O:20][C:21](O[C:21]([O:20][C:16]([CH3:19])([CH3:18])[CH3:17])=[O:22])=[O:22])([CH3:19])([CH3:18])[CH3:17]. Product: [C:16]([O:20][C:21]([NH:1][C:2]1[O:3][C:4]2[C:5](=[C:7]([C:12]([O:14][CH3:15])=[O:13])[CH:8]=[C:9]([Cl:11])[CH:10]=2)[N:6]=1)=[O:22])([CH3:19])([CH3:18])[CH3:17]. The catalyst class is: 2.